Dataset: Full USPTO retrosynthesis dataset with 1.9M reactions from patents (1976-2016). Task: Predict the reactants needed to synthesize the given product. (1) Given the product [CH3:4][C:5]1[C:13]([CH2:14][N:15]2[CH:19]=[CH:18][N:17]=[C:16]2[CH3:20])=[C:12]([CH3:21])[CH:11]=[C:10]([CH3:22])[C:6]=1[C:7]#[N+:8][O-:9], predict the reactants needed to synthesize it. The reactants are: [O-]Cl.[Na+].[CH3:4][C:5]1[C:13]([CH2:14][N:15]2[CH:19]=[CH:18][N:17]=[C:16]2[CH3:20])=[C:12]([CH3:21])[CH:11]=[C:10]([CH3:22])[C:6]=1[CH:7]=[N:8][OH:9]. (2) The reactants are: [Br:1][C:2]1[CH:3]=[C:4]2[C:9](=[CH:10][CH:11]=1)[O:8][CH:7]([CH:12]1[CH2:17][CH2:16][O:15][C:14]([CH3:19])([CH3:18])[CH2:13]1)[CH2:6][C:5]2=O.[CH3:21][C:22]([S:25]([NH2:27])=[O:26])([CH3:24])[CH3:23].C([O-])(O)=O.[Na+]. Given the product [Br:1][C:2]1[CH:3]=[C:4]2[C:9](=[CH:10][CH:11]=1)[O:8][CH:7]([CH:12]1[CH2:17][CH2:16][O:15][C:14]([CH3:19])([CH3:18])[CH2:13]1)[CH2:6][C:5]2=[N:27][S:25]([C:22]([CH3:24])([CH3:23])[CH3:21])=[O:26], predict the reactants needed to synthesize it.